Predict the reaction yield, written as a fraction of the theoretical maximum amount of product (1.0 means a 100% yield; for example, 0.34 means a 34% yield). From a dataset of Reaction yield outcomes from USPTO patents with 853,638 reactions. (1) The product is [O:11]1[CH2:12][CH2:13][NH:8][C:9]2[N:17]=[CH:16][C:15](/[CH:18]=[CH:19]/[C:20]([OH:22])=[O:21])=[CH:14][C:10]1=2. The reactants are C(OC([N:8]1[CH2:13][CH2:12][O:11][C:10]2[CH:14]=[C:15](/[CH:18]=[CH:19]/[C:20]([OH:22])=[O:21])[CH:16]=[N:17][C:9]1=2)=O)(C)(C)C.[Li+].[OH-]. The catalyst is Cl.O1CCOCC1. The yield is 0.520. (2) The reactants are [CH3:1][C:2]1[CH:11]=[CH:10][C:9]2[C:4](=[CH:5][CH:6]=[C:7]([O:16][C@H:17]3[CH2:22][CH2:21][C@@H:20]([C:23]([F:26])([F:25])[F:24])[CH2:19][CH2:18]3)[C:8]=2[C:12]([F:15])([F:14])[F:13])[N:3]=1.[O:27]1CCOCC1. No catalyst specified. The product is [F:13][C:12]([F:14])([F:15])[C:8]1[C:7]([O:16][C@H:17]2[CH2:18][CH2:19][C@@H:20]([C:23]([F:24])([F:26])[F:25])[CH2:21][CH2:22]2)=[CH:6][CH:5]=[C:4]2[C:9]=1[CH:10]=[CH:11][C:2]([CH:1]=[O:27])=[N:3]2. The yield is 0.360. (3) The reactants are [C:1]1([NH:7][C:8]2[C:17]3[C:12](=[CH:13][CH:14]=[CH:15][CH:16]=3)[CH:11]=[CH:10][CH:9]=2)[CH:6]=[CH:5][CH:4]=[CH:3][CH:2]=1.I[C:19]1[CH:24]=[CH:23][C:22]([O:25][CH3:26])=[CH:21][CH:20]=1.C([O-])([O-])=O.[K+].[K+].C1OCCOCCOCCOCCOCCOC1. The catalyst is CN(C=O)C.[Cu]. The product is [CH3:26][O:25][C:22]1[CH:23]=[CH:24][C:19]([N:7]([C:1]2[CH:6]=[CH:5][CH:4]=[CH:3][CH:2]=2)[C:8]2[C:17]3[C:12](=[CH:13][CH:14]=[CH:15][CH:16]=3)[CH:11]=[CH:10][CH:9]=2)=[CH:20][CH:21]=1. The yield is 0.350.